Dataset: Full USPTO retrosynthesis dataset with 1.9M reactions from patents (1976-2016). Task: Predict the reactants needed to synthesize the given product. Given the product [C:38]([O:41][C:42](=[O:43])[NH:12][C:10]1[CH:11]=[C:6]([O:5][CH2:4][CH2:3][O:2][CH3:1])[C:7]([C:16]([F:17])([F:18])[F:19])=[CH:8][C:9]=1[N+:13]([O-:15])=[O:14])([CH3:40])([CH3:39])[CH3:37], predict the reactants needed to synthesize it. The reactants are: [CH3:1][O:2][CH2:3][CH2:4][O:5][C:6]1[C:7]([C:16]([F:19])([F:18])[F:17])=[CH:8][C:9]([N+:13]([O-:15])=[O:14])=[C:10]([NH2:12])[CH:11]=1.ClC1C(C(F)(F)F)=CC([N+]([O-])=O)=C(N)C=1.[OH-].[K+].[CH3:37][C:38]([O:41][C:42](O[C:42]([O:41][C:38]([CH3:40])([CH3:39])[CH3:37])=[O:43])=[O:43])([CH3:40])[CH3:39].C(O)(C(F)(F)F)=O.